Dataset: Full USPTO retrosynthesis dataset with 1.9M reactions from patents (1976-2016). Task: Predict the reactants needed to synthesize the given product. (1) Given the product [F:1][C:2]1[C:7]([C:19]2[N:24]=[C:23]([CH3:25])[N:22]=[C:21]([NH2:26])[N:20]=2)=[CH:6][C:5]([CH2:11][N:12]2[CH2:17][CH2:16][O:15][CH2:14][CH2:13]2)=[CH:4][N:3]=1, predict the reactants needed to synthesize it. The reactants are: [F:1][C:2]1[C:7](B(O)O)=[CH:6][C:5]([CH2:11][N:12]2[CH2:17][CH2:16][O:15][CH2:14][CH2:13]2)=[CH:4][N:3]=1.Cl[C:19]1[N:24]=[C:23]([CH3:25])[N:22]=[C:21]([NH2:26])[N:20]=1.C([O-])(=O)C.[K+]. (2) Given the product [Cl:12][C:13]1[CH:14]=[C:15]([NH:21][C@H:22]([CH2:31][O:32][S:7]([C:4]2[CH:5]=[CH:6][C:1]([CH3:11])=[CH:2][CH:3]=2)(=[O:9])=[O:8])[CH2:23][C:24]([O:26][C:27]([CH3:29])([CH3:28])[CH3:30])=[O:25])[CH:16]=[CH:17][C:18]=1[C:19]#[N:20], predict the reactants needed to synthesize it. The reactants are: [C:1]1([CH3:11])[CH:6]=[CH:5][C:4]([S:7](Cl)(=[O:9])=[O:8])=[CH:3][CH:2]=1.[Cl:12][C:13]1[CH:14]=[C:15]([NH:21][C@H:22]([CH2:31][OH:32])[CH2:23][C:24]([O:26][C:27]([CH3:30])([CH3:29])[CH3:28])=[O:25])[CH:16]=[CH:17][C:18]=1[C:19]#[N:20].